Dataset: Forward reaction prediction with 1.9M reactions from USPTO patents (1976-2016). Task: Predict the product of the given reaction. (1) Given the reactants [NH2:1][C@H:2]([C:7]1[S:8][CH:9]=[CH:10][CH:11]=1)[CH2:3][C:4]([OH:6])=[O:5].[CH2:12]([O:19][C:20](Cl)=[O:21])[C:13]1[CH:18]=[CH:17][CH:16]=[CH:15][CH:14]=1.O1CCOCC1.Cl, predict the reaction product. The product is: [CH2:12]([O:19][C:20]([NH:1][C@H:2]([C:7]1[S:8][CH:9]=[CH:10][CH:11]=1)[CH2:3][C:4]([OH:6])=[O:5])=[O:21])[C:13]1[CH:18]=[CH:17][CH:16]=[CH:15][CH:14]=1. (2) Given the reactants Br[C:2]1[C:7]([F:8])=[C:6]([Si:9]([C:12]([CH3:15])([CH3:14])[CH3:13])([CH3:11])[CH3:10])[C:5]([F:16])=[C:4]([F:17])[N:3]=1.C([Li])CCC.[Cl:23][C:24]1[C:29]([CH:30]=[O:31])=[C:28]([Cl:32])[N:27]=[CH:26][N:25]=1, predict the reaction product. The product is: [Si:9]([C:6]1[C:5]([F:16])=[C:4]([F:17])[N:3]=[C:2]([CH:30]([C:29]2[C:24]([Cl:23])=[N:25][CH:26]=[N:27][C:28]=2[Cl:32])[OH:31])[C:7]=1[F:8])([C:12]([CH3:15])([CH3:14])[CH3:13])([CH3:11])[CH3:10].